From a dataset of Forward reaction prediction with 1.9M reactions from USPTO patents (1976-2016). Predict the product of the given reaction. (1) Given the reactants [C:1]([O:5][C:6](=[O:19])[NH:7][C:8]1([C:12]2[CH:17]=[CH:16][C:15](Br)=[CH:14][CH:13]=2)[CH2:11][CH2:10][CH2:9]1)([CH3:4])([CH3:3])[CH3:2].[CH3:20][N:21](C=O)C, predict the reaction product. The product is: [C:1]([O:5][C:6](=[O:19])[NH:7][C:8]1([C:12]2[CH:17]=[CH:16][C:15]([C:20]#[N:21])=[CH:14][CH:13]=2)[CH2:11][CH2:10][CH2:9]1)([CH3:4])([CH3:3])[CH3:2]. (2) Given the reactants [F:1][C:2]1[CH:7]=[CH:6][C:5]([CH:8]2[N:12]([S:13]([C:16]3[CH:21]=[CH:20][C:19]([CH3:22])=[CH:18][CH:17]=3)(=[O:15])=[O:14])[CH:11]([CH2:23][CH2:24][CH2:25][C:26]([NH:28]O)=[NH:27])[CH2:10][CH2:9]2)=[CH:4][CH:3]=1.C(O)(=O)C, predict the reaction product. The product is: [F:1][C:2]1[CH:7]=[CH:6][C:5]([CH:8]2[N:12]([S:13]([C:16]3[CH:21]=[CH:20][C:19]([CH3:22])=[CH:18][CH:17]=3)(=[O:14])=[O:15])[CH:11]([CH2:23][CH2:24][CH2:25][C:26]([NH2:28])=[NH:27])[CH2:10][CH2:9]2)=[CH:4][CH:3]=1.